From a dataset of Peptide-MHC class I binding affinity with 185,985 pairs from IEDB/IMGT. Regression. Given a peptide amino acid sequence and an MHC pseudo amino acid sequence, predict their binding affinity value. This is MHC class I binding data. (1) The peptide sequence is SSRGYSAIW. The MHC is HLA-A02:12 with pseudo-sequence HLA-A02:12. The binding affinity (normalized) is 0.0847. (2) The peptide sequence is EPPLVRHAC. The MHC is HLA-B07:02 with pseudo-sequence HLA-B07:02. The binding affinity (normalized) is 0. (3) The peptide sequence is RLRAEAQVK. The MHC is HLA-B44:02 with pseudo-sequence HLA-B44:02. The binding affinity (normalized) is 0. (4) The peptide sequence is TTEMLSRALK. The MHC is HLA-A11:01 with pseudo-sequence HLA-A11:01. The binding affinity (normalized) is 0.611. (5) The peptide sequence is AVTAALHRK. The MHC is HLA-A26:01 with pseudo-sequence HLA-A26:01. The binding affinity (normalized) is 0.0847. (6) The peptide sequence is YLKEACNHA. The MHC is HLA-A11:01 with pseudo-sequence HLA-A11:01. The binding affinity (normalized) is 0.0847.